This data is from Reaction yield outcomes from USPTO patents with 853,638 reactions. The task is: Predict the reaction yield, written as a fraction of the theoretical maximum amount of product (1.0 means a 100% yield; for example, 0.34 means a 34% yield). (1) The reactants are B([C:4]1[CH:12]=[CH:11][CH:10]=[CH:9][C:5]=1[C:6]([OH:8])=[O:7])(O)O.Br[C:14]1[CH:19]=[CH:18][CH:17]=[CH:16][N:15]=1.C([O-])([O-])=O.[K+].[K+]. The catalyst is O1CCOCC1.O.C1C=CC(P(C2C=CC=CC=2)[C-]2C=CC=C2)=CC=1.C1C=CC(P(C2C=CC=CC=2)[C-]2C=CC=C2)=CC=1.Cl[Pd]Cl.[Fe+2]. The product is [N:15]1[CH:16]=[CH:17][CH:18]=[CH:19][C:14]=1[C:4]1[CH:12]=[CH:11][CH:10]=[CH:9][C:5]=1[C:6]([OH:8])=[O:7]. The yield is 0.429. (2) The reactants are FC(F)(F)C(O)=O.ClCCl.[NH2:11][C:12]1[N:17]=[CH:16][N:15]=[C:14]2[N:18]([CH:37]3[CH2:42][CH2:41][N:40]([CH3:43])[CH2:39][CH2:38]3)[N:19]=[C:20]([C:21]3[CH:26]=[CH:25][C:24]([NH:27]C(=O)OC(C)(C)C)=[C:23]([O:35][CH3:36])[CH:22]=3)[C:13]=12. The catalyst is ClCCl. The product is [NH2:27][C:24]1[CH:25]=[CH:26][C:21]([C:20]2[C:13]3[C:14](=[N:15][CH:16]=[N:17][C:12]=3[NH2:11])[N:18]([CH:37]3[CH2:38][CH2:39][N:40]([CH3:43])[CH2:41][CH2:42]3)[N:19]=2)=[CH:22][C:23]=1[O:35][CH3:36]. The yield is 0.950. (3) The reactants are [H-].[Na+].[Cl:3][C:4]1[CH:9]=[CH:8][C:7]([CH2:10][C:11]#[N:12])=[CH:6][CH:5]=1.[Br:13][C:14]1[CH:19]=[C:18]([N+:20]([O-:22])=[O:21])[CH:17]=[C:16]([Br:23])[C:15]=1OC.Cl. The catalyst is CN(C=O)C.O. The product is [Br:13][C:14]1[CH:19]=[C:18]([N+:20]([O-:22])=[O:21])[CH:17]=[C:16]([Br:23])[C:15]=1[CH:10]([C:7]1[CH:8]=[CH:9][C:4]([Cl:3])=[CH:5][CH:6]=1)[C:11]#[N:12]. The yield is 0.460. (4) The catalyst is C1COCC1. The reactants are [NH2:1][C:2]1[C:21]([C:22]2[CH:23]=[CH:24][C:25]3[O:38][CH2:37][N:28]4[C:29]5[CH:30]=[CH:31][CH:32]=[C:33]([F:36])[C:34]=5[CH:35]=[C:27]4[C:26]=3[N:39]=2)=[CH:20][C:5]2[C:6]([C:16]([NH:18][CH3:19])=[O:17])=[C:7]([C:9]3[CH:14]=[CH:13][C:12]([F:15])=[CH:11][CH:10]=3)[O:8][C:4]=2[CH:3]=1.[Cl:40][CH2:41][CH2:42][N:43]=[C:44]=[O:45]. The yield is 0.665. The product is [Cl:40][CH2:41][CH2:42][NH:43][C:44](=[O:45])[NH:1][C:2]1[C:21]([C:22]2[CH:23]=[CH:24][C:25]3[O:38][CH2:37][N:28]4[C:29]5[CH:30]=[CH:31][CH:32]=[C:33]([F:36])[C:34]=5[CH:35]=[C:27]4[C:26]=3[N:39]=2)=[CH:20][C:5]2[C:6]([C:16]([NH:18][CH3:19])=[O:17])=[C:7]([C:9]3[CH:14]=[CH:13][C:12]([F:15])=[CH:11][CH:10]=3)[O:8][C:4]=2[CH:3]=1. (5) The reactants are CC1C(C)O[C:4]2([CH2:12][C:11]([CH3:14])([CH3:13])[C:10]([C:16]#[C:17][C:18]3[CH:23]=[CH:22][CH:21]=[CH:20][C:19]=3[C:24]([F:27])([F:26])[F:25])([OH:15])[C:9]([CH3:28])=[CH:8]2)[O:3]1.O. The catalyst is CC(C)=O.Cl. The product is [OH:15][C:10]1([C:16]#[C:17][C:18]2[CH:23]=[CH:22][CH:21]=[CH:20][C:19]=2[C:24]([F:25])([F:26])[F:27])[C:11]([CH3:13])([CH3:14])[CH2:12][C:4](=[O:3])[CH:8]=[C:9]1[CH3:28]. The yield is 0.650. (6) The reactants are Cl.[CH2:2]1[C@@H:6]2[CH2:7][NH:8][CH2:9][C@@H:5]2[CH2:4][N:3]1[C:10]([O:12][CH2:13][C:14]1[CH:19]=[C:18]([Cl:20])[CH:17]=[C:16]([Cl:21])[CH:15]=1)=[O:11].N1C=CC=CC=1.[S:28]([C:32]1[CH:37]=[CH:36][C:35]([S:38](Cl)(=[O:40])=[O:39])=[CH:34][CH:33]=1)(=[O:31])(=[O:30])[NH2:29]. The catalyst is O1CCCC1. The product is [S:28]([C:32]1[CH:33]=[CH:34][C:35]([S:38]([N:8]2[CH2:7][C@H:6]3[CH2:2][N:3]([C:10]([O:12][CH2:13][C:14]4[CH:19]=[C:18]([Cl:20])[CH:17]=[C:16]([Cl:21])[CH:15]=4)=[O:11])[CH2:4][C@H:5]3[CH2:9]2)(=[O:39])=[O:40])=[CH:36][CH:37]=1)(=[O:31])(=[O:30])[NH2:29]. The yield is 0.590. (7) The reactants are [Cl:1][C:2]1[CH:3]=[C:4]([C:8]#[C:9][C:10]2[N:11]=[C:12]([CH3:22])[N:13]([C:15]3[CH:20]=[CH:19][NH:18][C:17](=[O:21])[CH:16]=3)[CH:14]=2)[CH:5]=[CH:6][CH:7]=1.[C:23](=O)([O-])[O-].[K+].[K+].CI. The catalyst is COCCOC.C(OCC)(=O)C. The product is [Cl:1][C:2]1[CH:3]=[C:4]([C:8]#[C:9][C:10]2[N:11]=[C:12]([CH3:22])[N:13]([C:15]3[CH:20]=[CH:19][N:18]([CH3:23])[C:17](=[O:21])[CH:16]=3)[CH:14]=2)[CH:5]=[CH:6][CH:7]=1. The yield is 0.600.